Dataset: Full USPTO retrosynthesis dataset with 1.9M reactions from patents (1976-2016). Task: Predict the reactants needed to synthesize the given product. (1) Given the product [CH3:1][C:2]1([C:8]2[CH:13]=[CH:12][C:11]([S:15]([Cl:14])(=[O:17])=[O:16])=[CH:10][CH:9]=2)[CH2:3][CH2:4][O:5][CH2:6][CH2:7]1, predict the reactants needed to synthesize it. The reactants are: [CH3:1][C:2]1([C:8]2[CH:13]=[CH:12][CH:11]=[CH:10][CH:9]=2)[CH2:7][CH2:6][O:5][CH2:4][CH2:3]1.[Cl:14][S:15](O)(=[O:17])=[O:16]. (2) Given the product [Cl:1][C:2]1[CH:3]=[C:4]([NH:9][C:10]2[C:19]3[C:14](=[CH:15][N:16]=[C:17]([NH:28][CH2:27][CH2:26][CH2:25][N:24]([CH3:29])[CH3:23])[CH:18]=3)[N:13]=[CH:12][C:11]=2[C:21]#[N:22])[CH:5]=[CH:6][C:7]=1[F:8], predict the reactants needed to synthesize it. The reactants are: [Cl:1][C:2]1[CH:3]=[C:4]([NH:9][C:10]2[C:19]3[C:14](=[CH:15][N:16]=[C:17](F)[CH:18]=3)[N:13]=[CH:12][C:11]=2[C:21]#[N:22])[CH:5]=[CH:6][C:7]=1[F:8].[CH3:23][N:24]([CH3:29])[CH2:25][CH2:26][CH2:27][NH2:28].